From a dataset of hERG Central: cardiac toxicity at 1µM, 10µM, and general inhibition. Predict hERG channel inhibition at various concentrations. (1) The compound is OC(c1cc(-c2ccc(Cl)cc2)nc2ccccc12)C1CCCCN1. Results: hERG_inhib (hERG inhibition (general)): blocker. (2) The drug is CCCCCn1c(=NC(=O)c2cccnc2)c(C#N)cc2c(=O)n3cccc(C)c3nc21. Results: hERG_inhib (hERG inhibition (general)): blocker. (3) The compound is Cc1c(C(=O)N2CCN(c3ccc([N+](=O)[O-])cc3)CC2)oc2ccccc12. Results: hERG_inhib (hERG inhibition (general)): blocker.